From a dataset of Forward reaction prediction with 1.9M reactions from USPTO patents (1976-2016). Predict the product of the given reaction. (1) Given the reactants [CH2:1]([O:3][C:4]([C:6]1[CH:7]=[C:8]2[C:13](=[CH:14][CH:15]=1)[NH:12][CH:11]([C:16]1[CH:21]=[C:20]([CH3:22])[CH:19]=[C:18]([Br:23])[CH:17]=1)[C:10]([CH3:25])([CH3:24])[CH:9]2O)=[O:5])[CH3:2].C([SiH](CC)CC)C, predict the reaction product. The product is: [CH2:1]([O:3][C:4]([C:6]1[CH:7]=[C:8]2[C:13](=[CH:14][CH:15]=1)[NH:12][CH:11]([C:16]1[CH:21]=[C:20]([CH3:22])[CH:19]=[C:18]([Br:23])[CH:17]=1)[C:10]([CH3:24])([CH3:25])[CH2:9]2)=[O:5])[CH3:2]. (2) The product is: [N+:9]([C:3]1[C:2]([O:1][CH2:17][C:18]([F:21])([F:20])[F:19])=[CH:7][CH:6]=[CH:5][C:4]=1[CH3:8])([O-:11])=[O:10]. Given the reactants [OH:1][C:2]1[C:3]([N+:9]([O-:11])=[O:10])=[C:4]([CH3:8])[CH:5]=[CH:6][CH:7]=1.CS(O[CH2:17][C:18]([F:21])([F:20])[F:19])(=O)=O.C(=O)([O-])[O-].[K+].[K+], predict the reaction product. (3) Given the reactants P(Cl)(Cl)(Cl)=O.[Br:6][C:7]1[CH:15]=[CH:14][C:10]([C:11]([NH2:13])=O)=[CH:9][C:8]=1[C:16]([NH2:18])=O, predict the reaction product. The product is: [Br:6][C:7]1[CH:15]=[CH:14][C:10]([C:11]#[N:13])=[CH:9][C:8]=1[C:16]#[N:18]. (4) Given the reactants C([NH:4][C:5]1[N:14]=[C:13]2[C:8]([C:9](=[O:28])[CH:10]=[C:11]([NH:21][C:22]3[CH:27]=[CH:26][CH:25]=[CH:24][CH:23]=3)[N:12]2[C:15]2[CH:20]=[CH:19][CH:18]=[CH:17][CH:16]=2)=[C:7]([CH3:29])[CH:6]=1)C=C.CS(O)(=O)=O, predict the reaction product. The product is: [NH2:4][C:5]1[N:14]=[C:13]2[C:8]([C:9](=[O:28])[CH:10]=[C:11]([NH:21][C:22]3[CH:23]=[CH:24][CH:25]=[CH:26][CH:27]=3)[N:12]2[C:15]2[CH:20]=[CH:19][CH:18]=[CH:17][CH:16]=2)=[C:7]([CH3:29])[CH:6]=1. (5) Given the reactants C([S:4][C@@H:5]1[CH2:9][N:8]([CH3:10])[C@H:7]([C:11]([O:13]C)=[O:12])[CH2:6]1)(=O)C.[ClH:15], predict the reaction product. The product is: [ClH:15].[SH:4][C@@H:5]1[CH2:9][N:8]([CH3:10])[C@H:7]([C:11]([OH:13])=[O:12])[CH2:6]1. (6) The product is: [CH3:16][C:14]1[N:15]=[C:11]([C:9]2[S:10][C:3]3[C:4](=[N:5][CH:6]=[CH:7][C:2]=3[O:36][C:33]3[CH:32]=[C:31]([C:25]4[CH:30]=[CH:29][CH:28]=[CH:27][CH:26]=4)[NH:35][N:34]=3)[CH:8]=2)[S:12][C:13]=1[C:17]([N:19]1[CH2:24][CH2:23][O:22][CH2:21][CH2:20]1)=[O:18]. Given the reactants Cl[C:2]1[CH:7]=[CH:6][N:5]=[C:4]2[CH:8]=[C:9]([C:11]3[S:12][C:13]([C:17]([N:19]4[CH2:24][CH2:23][O:22][CH2:21][CH2:20]4)=[O:18])=[C:14]([CH3:16])[N:15]=3)[S:10][C:3]=12.[C:25]1([C:31]2[NH:35][NH:34][C:33](=[O:36])[CH:32]=2)[CH:30]=[CH:29][CH:28]=[CH:27][CH:26]=1, predict the reaction product. (7) The product is: [Cl:1][C:2]1[S:3][C:4]([CH2:7][N:8]2[CH2:12][CH2:11][S:10][C:9]2=[N:13][C:20](=[O:27])[C:21]2[CH:26]=[CH:25][CH:24]=[CH:23][CH:22]=2)=[CH:5][N:6]=1. Given the reactants [Cl:1][C:2]1[S:3][C:4]([CH2:7][N:8]2[CH2:12][CH2:11][S:10][C:9]2=[NH:13])=[CH:5][N:6]=1.C(=O)([O-])[O-].[Na+].[Na+].[C:20](Cl)(=[O:27])[C:21]1[CH:26]=[CH:25][CH:24]=[CH:23][CH:22]=1, predict the reaction product. (8) Given the reactants [CH3:1][O:2][C:3]([C:5]1[N:6]=[C:7](SC)[NH:8][C:9]=1[C:10]1[CH:15]=[CH:14][C:13]([F:16])=[CH:12][CH:11]=1)=[O:4].O[O:20][S:21]([O-:23])=O.[K+].[CH3:25]O, predict the reaction product. The product is: [CH3:1][O:2][C:3]([C:5]1[N:6]=[C:7]([S:21]([CH3:25])(=[O:23])=[O:20])[NH:8][C:9]=1[C:10]1[CH:15]=[CH:14][C:13]([F:16])=[CH:12][CH:11]=1)=[O:4]. (9) Given the reactants [CH:1]1([CH2:6][C@H:7]([NH:11][C:12](=[O:18])[O:13][C:14]([CH3:17])([CH3:16])[CH3:15])[CH2:8][NH:9][CH3:10])[CH2:5][CH2:4][CH2:3][CH2:2]1.CCN(CC)CC.[C:26](Cl)([O:28][CH2:29][C:30]1[CH:35]=[CH:34][CH:33]=[CH:32][CH:31]=1)=[O:27].O, predict the reaction product. The product is: [C:14]([O:13][C:12]([NH:11][C@@H:7]([CH2:6][CH:1]1[CH2:2][CH2:3][CH2:4][CH2:5]1)[CH2:8][N:9]([CH3:10])[C:26](=[O:27])[O:28][CH2:29][C:30]1[CH:35]=[CH:34][CH:33]=[CH:32][CH:31]=1)=[O:18])([CH3:17])([CH3:15])[CH3:16].